This data is from Catalyst prediction with 721,799 reactions and 888 catalyst types from USPTO. The task is: Predict which catalyst facilitates the given reaction. Reactant: [NH2:1][C:2]1[CH:9]=[C:8]([CH3:10])[C:5]([C:6]#[N:7])=[C:4]([Cl:11])[N:3]=1.CN(C=O)C.[H-].[Na+].[F:19][C:20]1([F:35])[O:24][C:23]2[CH:25]=[CH:26][C:27]([C:29]3([C:32](Cl)=[O:33])[CH2:31][CH2:30]3)=[CH:28][C:22]=2[O:21]1. Product: [Cl:11][C:4]1[N:3]=[C:2]([NH:1][C:32]([C:29]2([C:27]3[CH:26]=[CH:25][C:23]4[O:24][C:20]([F:35])([F:19])[O:21][C:22]=4[CH:28]=3)[CH2:31][CH2:30]2)=[O:33])[CH:9]=[C:8]([CH3:10])[C:5]=1[C:6]#[N:7]. The catalyst class is: 30.